This data is from Full USPTO retrosynthesis dataset with 1.9M reactions from patents (1976-2016). The task is: Predict the reactants needed to synthesize the given product. (1) Given the product [NH2:37][CH2:36][CH2:35][CH:34]([N:8]1[CH2:13][CH2:12][CH:11]([N:14]([CH2:24][C:25]2[CH:26]=[C:27]([CH:28]=[CH:29][CH:30]=2)[C:31]#[N:32])[C:15]2[CH:20]=[CH:19][C:18]([S:21]([CH3:23])=[O:22])=[CH:17][CH:16]=2)[CH2:10][CH2:9]1)[CH3:48], predict the reactants needed to synthesize it. The reactants are: C(OC([N:8]1[CH2:13][CH2:12][CH:11]([N:14]([CH2:24][C:25]2[CH:30]=[CH:29][CH:28]=[C:27]([C:31]#[N:32])[CH:26]=2)[C:15]2[CH:20]=[CH:19][C:18]([S:21]([CH3:23])=[O:22])=[CH:17][CH:16]=2)[CH2:10][CH2:9]1)=O)(C)(C)C.O=[C:34]([CH3:48])[CH2:35][CH2:36][N:37]1C(=O)C2C(=CC=CC=2)C1=O. (2) Given the product [Cl:1][C:2]1[CH:11]=[C:10]([C:12]([NH:66][CH2:65][C:64]2[CH:67]=[CH:68][C:61]([Cl:60])=[CH:62][CH:63]=2)=[O:14])[CH:9]=[C:8]2[C:3]=1[C:4](=[O:26])[N:5]([C:16]1[CH:21]=[CH:20][C:19]([O:22][CH3:23])=[C:18]([O:24][CH3:25])[N:17]=1)[C:6](=[S:15])[NH:7]2, predict the reactants needed to synthesize it. The reactants are: [Cl:1][C:2]1[CH:11]=[C:10]([C:12]([OH:14])=O)[CH:9]=[C:8]2[C:3]=1[C:4](=[O:26])[N:5]([C:16]1[CH:21]=[CH:20][C:19]([O:22][CH3:23])=[C:18]([O:24][CH3:25])[N:17]=1)[C:6](=[S:15])[NH:7]2.CCN(C(C)C)C(C)C.CN(C(ON1N=NC2C=CC=NC1=2)=[N+](C)C)C.F[P-](F)(F)(F)(F)F.[Cl:60][C:61]1[CH:68]=[CH:67][C:64]([CH2:65][NH2:66])=[CH:63][CH:62]=1. (3) Given the product [CH2:1]([O:3][C:4]1[CH:5]=[C:6]([CH:19]=[CH:20][C:21]=1[O:22][CH2:23][C:24]1[CH:25]=[N:26][C:27]([O:30][CH3:31])=[CH:28][CH:29]=1)[CH2:7][NH:8][C:9]1[C:14]([NH2:15])=[CH:13][C:12]([I:18])=[CH:11][N:10]=1)[CH3:2], predict the reactants needed to synthesize it. The reactants are: [CH2:1]([O:3][C:4]1[CH:5]=[C:6]([CH:19]=[CH:20][C:21]=1[O:22][CH2:23][C:24]1[CH:25]=[N:26][C:27]([O:30][CH3:31])=[CH:28][CH:29]=1)[CH2:7][NH:8][C:9]1[C:14]([N+:15]([O-])=O)=[CH:13][C:12]([I:18])=[CH:11][N:10]=1)[CH3:2].